From a dataset of Full USPTO retrosynthesis dataset with 1.9M reactions from patents (1976-2016). Predict the reactants needed to synthesize the given product. (1) Given the product [CH3:16][NH:17][C:18]1=[N:19][C:20](=[O:23])[S:21]/[C:22]/1=[CH:1]\[CH:3]1[CH2:8][CH2:7][N:6]([C:9]([O:11][C:12]([CH3:15])([CH3:14])[CH3:13])=[O:10])[CH2:5][CH2:4]1, predict the reactants needed to synthesize it. The reactants are: [CH:1]([CH:3]1[CH2:8][CH2:7][N:6]([C:9]([O:11][C:12]([CH3:15])([CH3:14])[CH3:13])=[O:10])[CH2:5][CH2:4]1)=O.[CH3:16][NH:17][C:18]1[CH2:22][S:21][C:20](=[O:23])[N:19]=1.CC(C)([O-])C.[K+]. (2) Given the product [CH3:1][O:2][C:3]1[CH:4]=[CH:5][C:6]([C:9]2[S:10][C:11]3[C:12](=[C:14]([C:18]([NH2:19])=[O:20])[CH:15]=[CH:16][CH:17]=3)[N:13]=2)=[CH:7][CH:8]=1, predict the reactants needed to synthesize it. The reactants are: [CH3:1][O:2][C:3]1[CH:8]=[CH:7][C:6]([C:9]2[S:10][C:11]3[C:12](=[C:14]([C:18]#[N:19])[CH:15]=[CH:16][CH:17]=3)[N:13]=2)=[CH:5][CH:4]=1.[OH2:20].